Dataset: TCR-epitope binding with 47,182 pairs between 192 epitopes and 23,139 TCRs. Task: Binary Classification. Given a T-cell receptor sequence (or CDR3 region) and an epitope sequence, predict whether binding occurs between them. (1) The epitope is SEVGPEHSLAEY. The TCR CDR3 sequence is CASSQEVTQITEAFF. Result: 1 (the TCR binds to the epitope). (2) The epitope is IYSKHTPINL. The TCR CDR3 sequence is CASSLTRSPSYNEQFF. Result: 0 (the TCR does not bind to the epitope). (3) The epitope is FLNGSCGSV. The TCR CDR3 sequence is CASSFYPGQGETQYF. Result: 1 (the TCR binds to the epitope). (4) The epitope is FIAGLIAIV. The TCR CDR3 sequence is CASSQDFGSYEQYF. Result: 1 (the TCR binds to the epitope). (5) The epitope is LPRRSGAAGA. The TCR CDR3 sequence is CASSLGRGGEQYF. Result: 0 (the TCR does not bind to the epitope). (6) The epitope is RPHERNGFTVL. The TCR CDR3 sequence is CASKNRDVGYNEQFF. Result: 0 (the TCR does not bind to the epitope). (7) The epitope is KRWIILGLNK. The TCR CDR3 sequence is CASSWDWTGVINEQFF. Result: 0 (the TCR does not bind to the epitope).